From a dataset of CYP2C9 inhibition data for predicting drug metabolism from PubChem BioAssay. Regression/Classification. Given a drug SMILES string, predict its absorption, distribution, metabolism, or excretion properties. Task type varies by dataset: regression for continuous measurements (e.g., permeability, clearance, half-life) or binary classification for categorical outcomes (e.g., BBB penetration, CYP inhibition). Dataset: cyp2c9_veith. (1) The drug is Cc1onc(C(=O)/C=C/N(C)C)c1C(=O)Nc1nccs1. The result is 0 (non-inhibitor). (2) The molecule is CCCN1CCC[C@H](c2cccc(C#N)c2)C1. The result is 0 (non-inhibitor). (3) The drug is CCCOc1ccc2oc(=O)c3c(c2c1)CCCN3C(=O)CN1CCCC(C(=O)OCC)C1. The result is 1 (inhibitor). (4) The drug is CN(C)c1ncc2nc(-c3cccs3)c(=O)n(CCc3ccccc3)c2n1. The result is 0 (non-inhibitor). (5) The drug is N#CCCn1c(=O)c(-c2ccc(Cl)cc2)nc2cnc(N3CCNCC3)nc21. The result is 1 (inhibitor). (6) The drug is COc1ccc2c(c1OC)C(=O)OC2Nc1ncccc1C. The result is 0 (non-inhibitor).